Dataset: Forward reaction prediction with 1.9M reactions from USPTO patents (1976-2016). Task: Predict the product of the given reaction. (1) Given the reactants [C:1]1([CH2:7][C:8]#N)[CH:6]=[CH:5][CH:4]=[CH:3][CH:2]=1.C[Si]([N-][Si](C)(C)C)(C)C.[Na+].[CH2:20]1[O:22][C@H:21]1[CH2:23]Cl.[OH2:25], predict the reaction product. The product is: [C:1]1([C@:7]23[CH2:8][C@H:23]2[CH2:21][O:22][C:20]3=[O:25])[CH:6]=[CH:5][CH:4]=[CH:3][CH:2]=1. (2) Given the reactants [O:1]([C:8]1[CH:13]=[CH:12][C:11]([C:14]2[C:22]3[C:17](=[N:18][CH:19]=[N:20][C:21]=3[NH2:23])[NH:16][N:15]=2)=[CH:10][CH:9]=1)[C:2]1[CH:7]=[CH:6][CH:5]=[CH:4][CH:3]=1.O[CH:25]1[CH2:38][C:27]2([CH2:30][N:29]([C:31]([O:33][C:34]([CH3:37])([CH3:36])[CH3:35])=[O:32])[CH2:28]2)[CH2:26]1.C1(P(C2C=CC=CC=2)C2C=CC=CC=2)C=CC=CC=1.N#N.CC(OC(/N=N/C(OC(C)C)=O)=O)C, predict the reaction product. The product is: [NH2:23][C:21]1[N:20]=[CH:19][N:18]=[C:17]2[N:16]([CH:25]3[CH2:38][C:27]4([CH2:30][N:29]([C:31]([O:33][C:34]([CH3:36])([CH3:35])[CH3:37])=[O:32])[CH2:28]4)[CH2:26]3)[N:15]=[C:14]([C:11]3[CH:12]=[CH:13][C:8]([O:1][C:2]4[CH:7]=[CH:6][CH:5]=[CH:4][CH:3]=4)=[CH:9][CH:10]=3)[C:22]=12. (3) Given the reactants O[CH2:2][C:3]1[CH:4]=[C:5]([C:14]([O:16][CH2:17][CH3:18])=[O:15])[CH:6]=[C:7]([CH:13]=1)[C:8]([O:10][CH2:11][CH3:12])=[O:9].C[CH2:20][N:21](C(C)C)[CH:22](C)C.C1(C)C(S(OS(C2C(C)=CC=CC=2)(=O)=O)(=O)=O)=CC=CC=1.CNC, predict the reaction product. The product is: [CH3:20][N:21]([CH2:2][C:3]1[CH:4]=[C:5]([C:14]([O:16][CH2:17][CH3:18])=[O:15])[CH:6]=[C:7]([CH:13]=1)[C:8]([O:10][CH2:11][CH3:12])=[O:9])[CH3:22]. (4) The product is: [NH:18]([C:3](=[O:2])[CH2:4][O:5][C:6]1[CH:7]=[C:8]([CH:13]=[CH:14][CH:15]=1)[C:9]([O:11][CH3:12])=[O:10])[NH2:19]. Given the reactants C[O:2][C:3](=O)[CH2:4][O:5][C:6]1[CH:7]=[C:8]([CH:13]=[CH:14][CH:15]=1)[C:9]([O:11][CH3:12])=[O:10].O.[NH2:18][NH2:19].O, predict the reaction product. (5) Given the reactants Cl[C:2]1[CH:3]=[C:4]2[CH:10]=[CH:9][N:8](C(OC(C)(C)C)=O)[C:5]2=[CH:6][N:7]=1.[NH2:18][C:19]1[N:20]=[CH:21][C:22]([C:25]#[N:26])=[N:23][CH:24]=1.C(=O)([O-])[O-].[Cs+].[Cs+].CC1(C)C2C(=C(P(C3C=CC=CC=3)C3C=CC=CC=3)C=CC=2)OC2C(P(C3C=CC=CC=3)C3C=CC=CC=3)=CC=CC1=2, predict the reaction product. The product is: [NH:8]1[C:5]2=[CH:6][N:7]=[C:2]([NH:18][C:19]3[N:20]=[CH:21][C:22]([C:25]#[N:26])=[N:23][CH:24]=3)[CH:3]=[C:4]2[CH:10]=[CH:9]1. (6) Given the reactants Cl.[O:2]([C:9]1[N:13]=[C:12]([C@H:14]2[CH2:19][CH2:18][CH2:17][NH:16][CH2:15]2)[O:11][N:10]=1)[C:3]1[CH:8]=[CH:7][CH:6]=[CH:5][CH:4]=1.[F:20][C:21]1[CH:22]=[N:23][CH:24]=[CH:25][C:26]=1[C:27](O)=[O:28].C1C=NC2N(O)N=NC=2C=1.CCN=C=NCCCN(C)C.Cl.C(N(CC)CC)C, predict the reaction product. The product is: [F:20][C:21]1[CH:22]=[N:23][CH:24]=[CH:25][C:26]=1[C:27]([N:16]1[CH2:17][CH2:18][CH2:19][C@H:14]([C:12]2[O:11][N:10]=[C:9]([O:2][C:3]3[CH:4]=[CH:5][CH:6]=[CH:7][CH:8]=3)[N:13]=2)[CH2:15]1)=[O:28]. (7) Given the reactants [P:1](=[O:5])([OH:4])([OH:3])[OH:2].[OH-].[Ca+2:7].[OH-].N, predict the reaction product. The product is: [P:1]([O-:5])([O-:4])([O-:3])=[O:2].[Ca+2:7].[Ca+2:7].[Ca+2:7].[Ca+2:7].[Ca+2:7].[Ca+2:7].[Ca+2:7].[Ca+2:7].